The task is: Regression. Given a peptide amino acid sequence and an MHC pseudo amino acid sequence, predict their binding affinity value. This is MHC class I binding data.. This data is from Peptide-MHC class I binding affinity with 185,985 pairs from IEDB/IMGT. (1) The peptide sequence is WETLRRGGRW. The MHC is Mamu-A11 with pseudo-sequence Mamu-A11. The binding affinity (normalized) is 0.339. (2) The peptide sequence is KFALWRVSA. The MHC is Patr-A0701 with pseudo-sequence Patr-A0701. The binding affinity (normalized) is 0.564. (3) The MHC is HLA-A01:01 with pseudo-sequence HLA-A01:01. The binding affinity (normalized) is 0.483. The peptide sequence is HVDIPLQAY. (4) The peptide sequence is QALSPRTLNAW. The MHC is HLA-B40:02 with pseudo-sequence HLA-B40:02. The binding affinity (normalized) is 0. (5) The peptide sequence is ETIEILRNY. The MHC is HLA-B46:01 with pseudo-sequence HLA-B46:01. The binding affinity (normalized) is 0.0847. (6) The peptide sequence is VLPVPGASV. The MHC is HLA-A11:01 with pseudo-sequence HLA-A11:01. The binding affinity (normalized) is 0. (7) The peptide sequence is RFPLTFGW. The MHC is HLA-B07:02 with pseudo-sequence HLA-B07:02. The binding affinity (normalized) is 0.170. (8) The peptide sequence is CTHLEVCFMY. The MHC is HLA-A01:01 with pseudo-sequence HLA-A01:01. The binding affinity (normalized) is 0.0847.